Dataset: Forward reaction prediction with 1.9M reactions from USPTO patents (1976-2016). Task: Predict the product of the given reaction. Given the reactants [CH3:1][O:2][C:3](=[O:31])[CH2:4][O:5][C:6]1[CH:15]=[CH:14][C:13]([Cl:16])=[C:12]2[C:7]=1[C:8](=[O:30])[C:9]([CH2:18][C:19]1[CH:24]=[CH:23][C:22]([S:25]([CH3:28])(=[O:27])=[O:26])=[CH:21][C:20]=1[Cl:29])=[C:10]([CH3:17])[NH:11]2.CN(C)C=O.C(=O)([O-])[O-].[K+].[K+].Cl[C:44](OC(=O)C)([F:46])[F:45], predict the reaction product. The product is: [CH3:1][O:2][C:3](=[O:31])[CH2:4][O:5][C:6]1[CH:15]=[CH:14][C:13]([Cl:16])=[C:12]2[C:7]=1[C:8]([O:30][CH:44]([F:46])[F:45])=[C:9]([CH2:18][C:19]1[CH:24]=[CH:23][C:22]([S:25]([CH3:28])(=[O:26])=[O:27])=[CH:21][C:20]=1[Cl:29])[C:10]([CH3:17])=[N:11]2.